This data is from Catalyst prediction with 721,799 reactions and 888 catalyst types from USPTO. The task is: Predict which catalyst facilitates the given reaction. (1) Reactant: [C@@H:1]1([N:9]2[CH:17]=[C:15]([CH3:16])[C:13](=[O:14])[NH:12][C:10]2=[O:11])[O:8][C@H:5]([CH2:6][OH:7])[C@@H:3]([OH:4])[CH2:2]1.[CH3:18][O:19][C:20]1[CH:41]=[CH:40][C:23]([C:24](Cl)([C:33]2[CH:38]=[CH:37][CH:36]=[CH:35][CH:34]=2)[C:25]2[CH:30]=[CH:29][C:28]([O:31][CH3:32])=[CH:27][CH:26]=2)=[CH:22][CH:21]=1. Product: [CH3:32][O:31][C:28]1[CH:27]=[CH:26][C:25]([C:24]([O:7][CH2:6][C@H:5]2[O:8][C@@H:1]([N:9]3[CH:17]=[C:15]([CH3:16])[C:13](=[O:14])[NH:12][C:10]3=[O:11])[CH2:2][C@@H:3]2[OH:4])([C:33]2[CH:34]=[CH:35][CH:36]=[CH:37][CH:38]=2)[C:23]2[CH:40]=[CH:41][C:20]([O:19][CH3:18])=[CH:21][CH:22]=2)=[CH:30][CH:29]=1. The catalyst class is: 17. (2) Reactant: [C:1]1([CH2:11][CH2:12][S:13](Cl)(=[O:15])=[O:14])[C:10]2[C:5](=[CH:6][CH:7]=[CH:8][CH:9]=2)[CH:4]=[CH:3][CH:2]=1.[NH2:17][CH2:18][CH2:19][CH2:20][O:21][C:22]1[CH:23]=[CH:24][C:25]2[C:26]3[N:34]([CH2:35][CH:36]([CH3:38])[CH3:37])[C:33]([CH2:40][CH2:41][CH3:42])(N)[NH:32][C:27]=3[CH:28]=[N:29][C:30]=2[CH:31]=1.C([N:45](CC)CC)C.C(=O)([O-])[O-].[Na+].[Na+]. Product: [NH2:45][C:28]1[C:27]2[N:32]=[C:33]([CH2:40][CH2:41][CH3:42])[N:34]([CH2:35][CH:36]([CH3:38])[CH3:37])[C:26]=2[C:25]2[CH:24]=[CH:23][C:22]([O:21][CH2:20][CH2:19][CH2:18][NH:17][S:13]([CH2:12][CH2:11][C:1]3[C:10]4[C:5](=[CH:6][CH:7]=[CH:8][CH:9]=4)[CH:4]=[CH:3][CH:2]=3)(=[O:15])=[O:14])=[CH:31][C:30]=2[N:29]=1. The catalyst class is: 22. (3) Reactant: [N+:1]([CH2:4][CH3:5])([O-:3])=O.C1(N=C=O)C=CC=CC=1.[C:15]([C:17]1[CH:18]=[CH:19][C:20]2[N:21]([C:23]([CH2:26][NH:27][C:28](=[O:34])[O:29][C:30]([CH3:33])([CH3:32])[CH3:31])=[N:24][N:25]=2)[N:22]=1)#[CH:16].C(N(CC)CC)C. Product: [C:30]([O:29][C:28](=[O:34])[NH:27][CH2:26][C:23]1[N:21]2[N:22]=[C:17]([C:15]3[O:3][N:1]=[C:4]([CH3:5])[CH:16]=3)[CH:18]=[CH:19][C:20]2=[N:25][N:24]=1)([CH3:33])([CH3:32])[CH3:31]. The catalyst class is: 48. (4) Product: [NH:1]1[C:9]2[C:4](=[CH:5][C:6]([C:10]3[C:19]([N:20]4[CH2:24][CH2:23][CH2:22][C@@H:21]4[CH3:25])=[N:18][C:17]4[C:12](=[CH:13][CH:14]=[C:15]([C:26]([OH:28])=[O:27])[CH:16]=4)[N:11]=3)=[CH:7][CH:8]=2)[CH:3]=[N:2]1. The catalyst class is: 5. Reactant: [NH:1]1[C:9]2[C:4](=[CH:5][C:6]([C:10]3[C:19]([N:20]4[CH2:24][CH2:23][CH2:22][C@@H:21]4[CH3:25])=[N:18][C:17]4[C:12](=[CH:13][CH:14]=[C:15]([C:26]([O:28]C)=[O:27])[CH:16]=4)[N:11]=3)=[CH:7][CH:8]=2)[CH:3]=[N:2]1.[OH-].[Na+].O. (5) Reactant: [N+:1]([C:4]1[CH:9]=[CH:8][N+:7]([O-])=[CH:6][C:5]=1[O:11][C:12]1[CH:17]=[CH:16][C:15]([Cl:18])=[CH:14][CH:13]=1)([O-])=O.O.[OH-].[Na+]. Product: [NH2:1][C:4]1[CH:9]=[CH:8][N:7]=[CH:6][C:5]=1[O:11][C:12]1[CH:17]=[CH:16][C:15]([Cl:18])=[CH:14][CH:13]=1. The catalyst class is: 180. (6) Reactant: [Na].[CH2:2]([OH:5])[CH2:3][CH3:4].Cl[C:7]1[N:12]=[N:11][C:10]([NH2:13])=[CH:9][C:8]=1[CH3:14]. Product: [CH3:14][C:8]1[CH:9]=[C:10]([NH2:13])[N:11]=[N:12][C:7]=1[O:5][CH2:2][CH2:3][CH3:4]. The catalyst class is: 6. (7) Product: [Cl:21][C:18]1[CH:17]=[CH:16][C:15]([CH2:14][CH2:13][C:11]2[CH:12]=[C:8]([C:6]([OH:7])=[O:5])[NH:9][CH:10]=2)=[CH:20][CH:19]=1. Reactant: [OH-].[Na+].C([O:5][C:6]([C:8]1[NH:9][CH:10]=[C:11]([CH2:13][CH2:14][C:15]2[CH:20]=[CH:19][C:18]([Cl:21])=[CH:17][CH:16]=2)[CH:12]=1)=[O:7])C. The catalyst class is: 5. (8) Reactant: CO.C1COCC1.[OH:8][CH:9]([C:15]1[CH:20]=[CH:19][C:18]([O:21][CH2:22][C:23]2[CH:28]=[CH:27][C:26]([O:29][CH2:30]/[C:31](=[N:38]\[O:39][CH3:40])/[C:32]3[CH:37]=[CH:36][CH:35]=[CH:34][CH:33]=3)=[CH:25][CH:24]=2)=[CH:17][CH:16]=1)[CH2:10][C:11]([O:13]C)=[O:12].[OH-].[Na+]. Product: [OH:8][CH:9]([C:15]1[CH:16]=[CH:17][C:18]([O:21][CH2:22][C:23]2[CH:28]=[CH:27][C:26]([O:29][CH2:30]/[C:31](=[N:38]\[O:39][CH3:40])/[C:32]3[CH:33]=[CH:34][CH:35]=[CH:36][CH:37]=3)=[CH:25][CH:24]=2)=[CH:19][CH:20]=1)[CH2:10][C:11]([OH:13])=[O:12]. The catalyst class is: 6.